This data is from Peptide-MHC class II binding affinity with 134,281 pairs from IEDB. The task is: Regression. Given a peptide amino acid sequence and an MHC pseudo amino acid sequence, predict their binding affinity value. This is MHC class II binding data. (1) The peptide sequence is KLMNSPEFHLVFGNC. The MHC is DRB1_0405 with pseudo-sequence DRB1_0405. The binding affinity (normalized) is 0.555. (2) The peptide sequence is NLEAFSLMVSSFNNG. The MHC is DRB1_0101 with pseudo-sequence DRB1_0101. The binding affinity (normalized) is 0.542. (3) The peptide sequence is AAKEDFLGCLVKEIP. The binding affinity (normalized) is 0.0662. The MHC is HLA-DQA10104-DQB10503 with pseudo-sequence HLA-DQA10104-DQB10503.